This data is from NCI-60 drug combinations with 297,098 pairs across 59 cell lines. The task is: Regression. Given two drug SMILES strings and cell line genomic features, predict the synergy score measuring deviation from expected non-interaction effect. (1) Drug 1: C1CCC(C1)C(CC#N)N2C=C(C=N2)C3=C4C=CNC4=NC=N3. Drug 2: CC(CN1CC(=O)NC(=O)C1)N2CC(=O)NC(=O)C2. Cell line: NCI-H522. Synergy scores: CSS=24.8, Synergy_ZIP=-6.73, Synergy_Bliss=2.82, Synergy_Loewe=3.98, Synergy_HSA=4.32. (2) Drug 1: CC1=C(N=C(N=C1N)C(CC(=O)N)NCC(C(=O)N)N)C(=O)NC(C(C2=CN=CN2)OC3C(C(C(C(O3)CO)O)O)OC4C(C(C(C(O4)CO)O)OC(=O)N)O)C(=O)NC(C)C(C(C)C(=O)NC(C(C)O)C(=O)NCCC5=NC(=CS5)C6=NC(=CS6)C(=O)NCCC[S+](C)C)O. Drug 2: CC12CCC3C(C1CCC2O)C(CC4=C3C=CC(=C4)O)CCCCCCCCCS(=O)CCCC(C(F)(F)F)(F)F. Cell line: OVCAR-4. Synergy scores: CSS=15.8, Synergy_ZIP=-15.4, Synergy_Bliss=-26.8, Synergy_Loewe=-25.9, Synergy_HSA=-24.8.